This data is from Catalyst prediction with 721,799 reactions and 888 catalyst types from USPTO. The task is: Predict which catalyst facilitates the given reaction. (1) Reactant: O[CH:2]1[O:6][C:5](=O)[CH:4]=[C:3]1[C:8]1[CH:13]=[CH:12][CH:11]=[CH:10][CH:9]=1.O.[NH2:15][NH2:16]. Product: [C:8]1([C:3]2[CH:4]=[C:5]([OH:6])[N:15]=[N:16][CH:2]=2)[CH:13]=[CH:12][CH:11]=[CH:10][CH:9]=1. The catalyst class is: 114. (2) Reactant: [CH3:1][C@H:2]1[CH2:33][C:32]([CH3:34])=[CH:31][C@@H:30]([CH2:35][CH:36]=[CH2:37])[C:28](=[O:29])[CH2:27][C@H:26]([OH:38])[C@@H:25]([CH3:39])[C@@H:24](/[C:40](/[CH3:51])=[CH:41]/[C@H:42]2[CH2:47][C@@H:46]([O:48][CH3:49])[C@H:45]([OH:50])[CH2:44][CH2:43]2)[O:23][C:21](=[O:22])[C@H:20]2[N:15]([CH2:16][CH2:17][CH2:18][CH2:19]2)[C:13](=[O:14])[C:11](=[O:12])[C@:9]2([OH:52])[O:10][C@@H:5]([C@@H:6]([O:54][CH3:55])[CH2:7][C@H:8]2[CH3:53])[C@@H:4]([O:56][CH3:57])[CH2:3]1.N1C=CC=CC=1.[C:64](OC(=O)C)(=[O:66])[CH3:65]. Product: [C:64]([O:50][CH:45]1[CH2:44][CH2:43][CH:42]([CH:41]=[C:40]([CH:24]2[CH:25]([CH3:39])[CH:26]([OH:38])[CH2:27][C:28](=[O:29])[CH:30]([CH2:35][CH:36]=[CH2:37])[CH:31]=[C:32]([CH3:34])[CH2:33][CH:2]([CH3:1])[CH2:3][CH:4]([O:56][CH3:57])[CH:5]3[O:10][C:9]([OH:52])([CH:8]([CH3:53])[CH2:7][CH:6]3[O:54][CH3:55])[C:11](=[O:12])[C:13](=[O:14])[N:15]3[CH:20]([CH2:19][CH2:18][CH2:17][CH2:16]3)[C:21](=[O:22])[O:23]2)[CH3:51])[CH2:47][CH:46]1[O:48][CH3:49])(=[O:66])[CH3:65]. The catalyst class is: 4. (3) Product: [Br:26][C:27]1[N:32]=[C:31]([C:33]([NH:1][C:2]2[CH:3]=[N:4][CH:5]=[CH:6][C:7]=2[CH:8]2[CH2:24][CH:12]3[N:13]([C:17]([O:19][C:20]([CH3:21])([CH3:23])[CH3:22])=[O:18])[C:14](=[O:16])[O:15][CH:11]3[CH:10]([CH3:25])[CH2:9]2)=[O:34])[CH:30]=[CH:29][C:28]=1[F:36]. The catalyst class is: 25. Reactant: [NH2:1][C:2]1[CH:3]=[N:4][CH:5]=[CH:6][C:7]=1[CH:8]1[CH2:24][CH:12]2[N:13]([C:17]([O:19][C:20]([CH3:23])([CH3:22])[CH3:21])=[O:18])[C:14](=[O:16])[O:15][CH:11]2[CH:10]([CH3:25])[CH2:9]1.[Br:26][C:27]1[N:32]=[C:31]([C:33](O)=[O:34])[CH:30]=[CH:29][C:28]=1[F:36]. (4) Reactant: [CH:1]1([C:4]2[N:8]=[C:7]([C:9]3[C:17]4[CH2:16][CH2:15][O:14][CH2:13][C:12]=4[S:11][C:10]=3[NH:18][C:19]([C:21]3[N:30]=[CH:29][CH:28]=[CH:27][C:22]=3[C:23]([O:25]C)=[O:24])=[O:20])[O:6][N:5]=2)[CH2:3][CH2:2]1.O.[OH-].[Li+].Cl.CCOC(C)=O. The catalyst class is: 38. Product: [CH:1]1([C:4]2[N:8]=[C:7]([C:9]3[C:17]4[CH2:16][CH2:15][O:14][CH2:13][C:12]=4[S:11][C:10]=3[NH:18][C:19]([C:21]3[N:30]=[CH:29][CH:28]=[CH:27][C:22]=3[C:23]([OH:25])=[O:24])=[O:20])[O:6][N:5]=2)[CH2:3][CH2:2]1. (5) Reactant: [H-].[Na+].C(OP([CH2:11][C:12]([O:14][CH2:15][CH3:16])=[O:13])(OCC)=O)C.[CH3:17][C:18]1[CH:28]=[C:21]2[C:22]([CH:26]=O)=[CH:23][CH:24]=[CH:25][N:20]2[N:19]=1.O. Product: [CH3:17][C:18]1[CH:28]=[C:21]2[C:22](/[CH:26]=[CH:11]/[C:12]([O:14][CH2:15][CH3:16])=[O:13])=[CH:23][CH:24]=[CH:25][N:20]2[N:19]=1. The catalyst class is: 7. (6) Reactant: [CH2:1]([O:8][C:9]1[CH:10]=[C:11]([CH:14]=[CH:15][C:16]=1[O:17][CH3:18])[CH:12]=O)[C:2]1[CH:7]=[CH:6][CH:5]=[CH:4][CH:3]=1.C([O-])(=O)C.[NH4+].[N+:24]([CH3:27])([O-:26])=[O:25]. Product: [CH2:1]([O:8][C:9]1[CH:10]=[C:11](/[CH:12]=[CH:27]/[N+:24]([O-:26])=[O:25])[CH:14]=[CH:15][C:16]=1[O:17][CH3:18])[C:2]1[CH:7]=[CH:6][CH:5]=[CH:4][CH:3]=1. The catalyst class is: 15. (7) Reactant: [CH2:1]([O:3][C:4](=[O:24])[C:5]([CH3:23])([CH3:22])[C:6]([C:8]1[CH:13]=[CH:12][C:11]([O:14]CC2C=CC=CC=2)=[CH:10][CH:9]=1)=[O:7])[CH3:2]. Product: [CH2:1]([O:3][C:4](=[O:24])[C:5]([CH3:23])([CH3:22])[C:6]([C:8]1[CH:9]=[CH:10][C:11]([OH:14])=[CH:12][CH:13]=1)=[O:7])[CH3:2]. The catalyst class is: 5.